From a dataset of Forward reaction prediction with 1.9M reactions from USPTO patents (1976-2016). Predict the product of the given reaction. Given the reactants [N+:1]([C:4]1[CH:5]=[CH:6][C:7]2[O:11][CH2:10][CH2:9][C:8]=2[CH:12]=1)([O-])=O.[H][H], predict the reaction product. The product is: [O:11]1[C:7]2[CH:6]=[CH:5][C:4]([NH2:1])=[CH:12][C:8]=2[CH2:9][CH2:10]1.